From a dataset of Full USPTO retrosynthesis dataset with 1.9M reactions from patents (1976-2016). Predict the reactants needed to synthesize the given product. (1) The reactants are: [NH:1]1[C:5]2[CH:6]=[CH:7][CH:8]=[CH:9][C:4]=2[N:3]=[N:2]1.I[CH2:11][CH:12]([CH3:14])[CH3:13].C(=O)([O-])[O-].[K+].[K+]. Given the product [CH2:11]([N:2]1[N:3]=[C:4]2[CH:9]=[CH:8][CH:7]=[CH:6][C:5]2=[N:1]1)[CH:12]([CH3:14])[CH3:13], predict the reactants needed to synthesize it. (2) The reactants are: C([O:5][C:6]([NH:8][C@H:9](C1CCCCC1)[CH2:10][CH2:11]C(O)=O)=[O:7])(C)(C)C.[CH2:21]([N:28]1[C:32]([CH2:33][NH:34][CH:35]2[CH2:40][CH2:39][CH2:38][CH2:37][CH2:36]2)=[N:31][N:30]=[N:29]1)[C:22]1[CH:27]=[CH:26][CH:25]=[CH:24][CH:23]=1.C(N(CC)C(C)C)(C)C.CN(C(ON1N=N[C:60]2[CH:61]=[CH:62][CH:63]=[CH:64][C:59]1=2)=[N+](C)C)C.F[P-](F)(F)(F)(F)F.CN([CH:77]=[O:78])C. Given the product [CH2:21]([N:28]1[C:32]([CH2:33][N:34]([CH:35]2[CH2:40][CH2:39][CH2:38][CH2:37][CH2:36]2)[C:77]([CH:59]2[CH2:60][CH2:61][CH2:62][C@@H:63]([CH2:11][CH2:10][CH2:9][NH:8][C:6](=[O:5])[OH:7])[CH2:64]2)=[O:78])=[N:31][N:30]=[N:29]1)[C:22]1[CH:23]=[CH:24][CH:25]=[CH:26][CH:27]=1, predict the reactants needed to synthesize it. (3) Given the product [Cl:1][C:2]1[CH:3]=[CH:4][C:5]([CH2:10][Br:11])=[C:6]([C:7]#[N:8])[CH:9]=1, predict the reactants needed to synthesize it. The reactants are: [Cl:1][C:2]1[CH:3]=[CH:4][C:5]([CH3:10])=[C:6]([CH:9]=1)[C:7]#[N:8].[Br:11]N1C(=O)CCC1=O.C(OOC(=O)C1C=CC=CC=1)(=O)C1C=CC=CC=1. (4) Given the product [Br:1][C:2]1[CH:3]=[CH:4][C:5]([N:21]2[CH2:22][CH2:23][N:18]([CH3:17])[CH2:19][CH2:20]2)=[C:6]([CH:9]=1)[C:7]#[N:8], predict the reactants needed to synthesize it. The reactants are: [Br:1][C:2]1[CH:3]=[CH:4][C:5](F)=[C:6]([CH:9]=1)[C:7]#[N:8].C(=O)([O-])[O-].[Cs+].[Cs+].[CH3:17][N:18]1[CH2:23][CH2:22][NH:21][CH2:20][CH2:19]1. (5) Given the product [NH:43]1[CH2:44][CH:41]([CH2:40][NH:39][C:2]2[N:11]=[C:10]([NH:12][CH:13]3[CH2:18][CH2:17][N:16]([CH2:19][C:20]4[C:25]([O:26][CH2:27][CH2:28][N:29]([CH3:30])[CH3:31])=[CH:24][CH:23]=[CH:22][C:21]=4[N:32]([CH3:33])[CH3:34])[CH2:15][CH2:14]3)[C:9]3[C:4](=[CH:5][C:6]([O:37][CH3:38])=[C:7]([O:35][CH3:36])[CH:8]=3)[N:3]=2)[CH2:42]1, predict the reactants needed to synthesize it. The reactants are: Cl[C:2]1[N:11]=[C:10]([NH:12][CH:13]2[CH2:18][CH2:17][N:16]([CH2:19][C:20]3[C:25]([O:26][CH2:27][CH2:28][N:29]([CH3:31])[CH3:30])=[CH:24][CH:23]=[CH:22][C:21]=3[N:32]([CH3:34])[CH3:33])[CH2:15][CH2:14]2)[C:9]2[C:4](=[CH:5][C:6]([O:37][CH3:38])=[C:7]([O:35][CH3:36])[CH:8]=2)[N:3]=1.[NH2:39][CH2:40][CH:41]1[CH2:44][N:43](C(OC(C)(C)C)=O)[CH2:42]1.C(=O)([O-])N.C(C(O)=O)(F)(F)F.